This data is from Reaction yield outcomes from USPTO patents with 853,638 reactions. The task is: Predict the reaction yield, written as a fraction of the theoretical maximum amount of product (1.0 means a 100% yield; for example, 0.34 means a 34% yield). (1) The reactants are [NH2:1][C:2]1[C:7]([N+:8]([O-:10])=[O:9])=[CH:6][C:5]([Cl:11])=[CH:4][C:3]=1I.[C:13]1([C:19]#[C:20][Si:21]([CH3:24])([CH3:23])[CH3:22])[CH:18]=[CH:17][CH:16]=[CH:15][CH:14]=1.[Cl-].[Li+].C(N(CC)CC)C. The catalyst is CN(C=O)C.C([O-])(=O)C.[Pd+2].C([O-])(=O)C.O. The product is [Cl:11][C:5]1[CH:4]=[C:3]2[C:2](=[C:7]([N+:8]([O-:10])=[O:9])[CH:6]=1)[NH:1][C:20]([Si:21]([CH3:24])([CH3:22])[CH3:23])=[C:19]2[C:13]1[CH:14]=[CH:15][CH:16]=[CH:17][CH:18]=1. The yield is 0.870. (2) The reactants are CS(O[CH2:6][C@H:7]1[N:17]2[C:18]3[N:9]([C:10](=[O:20])[CH:11]=[N:12][C:13]=3[CH:14]=[CH:15][C:16]2=[O:19])[CH2:8]1)(=O)=O.N1C=CC=CC=1.[NH:27]1[CH2:32][CH2:31][CH:30]([NH:33][C:34](=[O:40])[O:35][C:36]([CH3:39])([CH3:38])[CH3:37])[CH2:29][CH2:28]1. The catalyst is C(#N)C. The product is [O:20]=[C:10]1[CH:11]=[N:12][C:13]2=[C:18]3[N:9]1[CH2:8][C@@H:7]([CH2:6][N:27]1[CH2:28][CH2:29][CH:30]([NH:33][C:34](=[O:40])[O:35][C:36]([CH3:38])([CH3:37])[CH3:39])[CH2:31][CH2:32]1)[N:17]3[C:16](=[O:19])[CH:15]=[CH:14]2. The yield is 0.402. (3) The yield is 0.380. The reactants are [BH4-].[Na+].CO.[CH3:5][O:6][C:7](=[O:30])[CH2:8][CH2:9][CH2:10][C:11]#[C:12][CH2:13][N:14]1[C@@H:19](/[CH:20]=[CH:21]/[C:22](=[O:28])[CH2:23][CH2:24][CH2:25][CH2:26][CH3:27])[CH2:18][CH2:17][CH2:16][C:15]1=[O:29]. The catalyst is C(Cl)Cl. The product is [CH3:5][O:6][C:7](=[O:30])[CH2:8][CH2:9][CH2:10][C:11]#[C:12][CH2:13][N:14]1[C:15](=[O:29])[CH2:16][CH2:17][CH2:18][C@@H:19]1/[CH:20]=[CH:21]/[CH:22]([OH:28])[CH2:23][CH2:24][CH2:25][CH2:26][CH3:27].[OH:6][CH2:7][CH2:8][CH2:9][CH2:10][C:11]#[C:12][CH2:13][N:14]1[C@@H:19](/[CH:20]=[CH:21]/[CH:22]([OH:28])[CH2:23][CH2:24][CH2:25][CH2:26][CH3:27])[CH2:18][CH2:17][CH2:16][C:15]1=[O:29]. (4) The reactants are [C:1]1([CH:7]([C:21]2[CH:26]=[CH:25][CH:24]=[CH:23][CH:22]=2)[N:8]2[CH2:11][CH:10]([N:12]3[CH2:17][CH2:16][CH:15]([C:18](O)=[O:19])[CH2:14][CH2:13]3)[CH2:9]2)[CH:6]=[CH:5][CH:4]=[CH:3][CH:2]=1.[CH3:27][N:28](C(ON1N=NC2C=CC=CC1=2)=[N+](C)C)[CH3:29].[B-](F)(F)(F)F.CCN(C(C)C)C(C)C.CNC.C([O-])(O)=O.[Na+]. The catalyst is CN(C=O)C. The product is [C:1]1([CH:7]([C:21]2[CH:22]=[CH:23][CH:24]=[CH:25][CH:26]=2)[N:8]2[CH2:11][CH:10]([N:12]3[CH2:17][CH2:16][CH:15]([C:18]([N:28]([CH3:29])[CH3:27])=[O:19])[CH2:14][CH2:13]3)[CH2:9]2)[CH:6]=[CH:5][CH:4]=[CH:3][CH:2]=1. The yield is 0.590. (5) The reactants are [CH2:1]([O:3][C:4]([C:6]1[N:7]=[C:8]([CH3:12])[S:9][C:10]=1[NH2:11])=[O:5])[CH3:2].[C:13](O[C:13]([O:15][C:16]([CH3:19])([CH3:18])[CH3:17])=[O:14])([O:15][C:16]([CH3:19])([CH3:18])[CH3:17])=[O:14]. The catalyst is C1COCC1.CN(C1C=CN=CC=1)C. The product is [CH2:1]([O:3][C:4]([C:6]1[N:7]=[C:8]([CH3:12])[S:9][C:10]=1[NH:11][C:13]([O:15][C:16]([CH3:19])([CH3:18])[CH3:17])=[O:14])=[O:5])[CH3:2]. The yield is 0.900.